From a dataset of Reaction yield outcomes from USPTO patents with 853,638 reactions. Predict the reaction yield, written as a fraction of the theoretical maximum amount of product (1.0 means a 100% yield; for example, 0.34 means a 34% yield). The reactants are [C:1]([O:5][C:6]([N:8]1[CH2:17][CH2:16][C:15]2[C:10](=[CH:11][CH:12]=[CH:13][C:14]=2[C:18](=[O:34])[NH:19][C:20]2([C:29]([O:31]CC)=[O:30])[CH2:28][C:27]3[C:22](=[CH:23][CH:24]=[CH:25][CH:26]=3)[CH2:21]2)[CH2:9]1)=[O:7])([CH3:4])([CH3:3])[CH3:2].[OH-].[K+].O. The catalyst is CCO. The product is [C:1]([O:5][C:6]([N:8]1[CH2:17][CH2:16][C:15]2[C:10](=[CH:11][CH:12]=[CH:13][C:14]=2[C:18](=[O:34])[NH:19][C:20]2([C:29]([OH:31])=[O:30])[CH2:28][C:27]3[C:22](=[CH:23][CH:24]=[CH:25][CH:26]=3)[CH2:21]2)[CH2:9]1)=[O:7])([CH3:4])([CH3:2])[CH3:3]. The yield is 0.880.